This data is from Forward reaction prediction with 1.9M reactions from USPTO patents (1976-2016). The task is: Predict the product of the given reaction. (1) Given the reactants [F:1][C:2]([F:16])([F:15])[C:3]1[CH:8]=[CH:7][C:6]([N:9]2[CH2:14][CH2:13][NH:12][CH2:11][CH2:10]2)=[CH:5][CH:4]=1.Br[CH2:18][C@H:19]([CH3:22])[CH2:20][OH:21].C(N(CC)CC)C, predict the reaction product. The product is: [CH3:18][C@@H:19]([CH2:22][N:12]1[CH2:13][CH2:14][N:9]([C:6]2[CH:5]=[CH:4][C:3]([C:2]([F:1])([F:15])[F:16])=[CH:8][CH:7]=2)[CH2:10][CH2:11]1)[CH2:20][OH:21]. (2) Given the reactants [F:1][C:2]1[CH:7]=[C:6]([I:8])[CH:5]=[CH:4][C:3]=1[N:9]1[C:14]2[N:15]([CH3:34])[C:16](=[O:33])[CH:17]=[C:18]([O:19][C:20]3[CH:25]=[CH:24][CH:23]=[C:22]([C:26]4([CH3:31])[O:30][CH2:29][CH2:28][O:27]4)[C:21]=3[CH3:32])[C:13]=2[C:12](=[O:35])[N:11]([CH2:36][C:37]2[CH:42]=[CH:41][C:40]([O:43][CH3:44])=[CH:39][CH:38]=2)C1=O.[OH-].[Li+].C(OCC)(=O)C, predict the reaction product. The product is: [F:1][C:2]1[CH:7]=[C:6]([I:8])[CH:5]=[CH:4][C:3]=1[NH:9][C:14]1[N:15]([CH3:34])[C:16](=[O:33])[CH:17]=[C:18]([O:19][C:20]2[CH:25]=[CH:24][CH:23]=[C:22]([C:26]3([CH3:31])[O:30][CH2:29][CH2:28][O:27]3)[C:21]=2[CH3:32])[C:13]=1[C:12]([NH:11][CH2:36][C:37]1[CH:38]=[CH:39][C:40]([O:43][CH3:44])=[CH:41][CH:42]=1)=[O:35]. (3) Given the reactants [CH:1]1([C:4]([NH:6][C:7]2[CH:8]=[C:9]([CH:14]3[C:23]([CH3:25])([CH3:24])[CH2:22][C:21]4[C:16](=[CH:17][CH:18]=[C:19]([C:26]([O:28]C)=[O:27])[CH:20]=4)[NH:15]3)[CH:10]=[CH:11][C:12]=2[F:13])=[O:5])[CH2:3][CH2:2]1.[OH-].[Na+], predict the reaction product. The product is: [CH:1]1([C:4]([NH:6][C:7]2[CH:8]=[C:9]([CH:14]3[C:23]([CH3:25])([CH3:24])[CH2:22][C:21]4[C:16](=[CH:17][CH:18]=[C:19]([C:26]([OH:28])=[O:27])[CH:20]=4)[NH:15]3)[CH:10]=[CH:11][C:12]=2[F:13])=[O:5])[CH2:2][CH2:3]1. (4) Given the reactants [Cl:1][C:2]1[CH:7]=[CH:6][C:5]([CH2:8][N:9]2[CH2:13][CH2:12][S:11][C:10]2=[NH:14])=[CH:4][N:3]=1.Cl.C(N=C=NCCCN(C)C)C.[C:27]1([CH2:33][C:34](O)=[O:35])[CH:32]=[CH:31][CH:30]=[CH:29][CH:28]=1, predict the reaction product. The product is: [Cl:1][C:2]1[CH:7]=[CH:6][C:5]([CH2:8][N:9]2[CH2:13][CH2:12][S:11][C:10]2=[N:14][C:34](=[O:35])[CH2:33][C:27]2[CH:32]=[CH:31][CH:30]=[CH:29][CH:28]=2)=[CH:4][N:3]=1. (5) Given the reactants Cl[S:2]([N:5]=[C:6]=[O:7])(=[O:4])=[O:3].[CH2:8]([OH:10])[CH3:9].[CH3:11][O:12][CH:13]([O:16][CH3:17])[CH2:14][NH2:15].C(N(CC)CC)C.Cl, predict the reaction product. The product is: [CH3:11][O:12][CH:13]([O:16][CH3:17])[CH2:14][NH:15][S:2]([NH:5][C:6](=[O:7])[O:10][CH2:8][CH3:9])(=[O:4])=[O:3]. (6) Given the reactants [CH2:1]([O:5][C:6]1[CH:29]=[C:28]([O:30][CH2:31][CH:32]([CH3:34])[CH3:33])[CH:27]=[CH:26][C:7]=1[C:8]([C:10]1[CH:11]=[CH:12][C:13]([O:21][CH2:22][CH:23]([CH3:25])[CH3:24])=[C:14]([CH2:16][CH2:17][C:18](O)=[O:19])[CH:15]=1)=[O:9])[CH:2]([CH3:4])[CH3:3].C(N1C=CN=C1)(N1C=CN=C1)=O.[CH3:47][S:48]([NH2:51])(=[O:50])=[O:49].N12CCCN=C1CCCCC2.Cl, predict the reaction product. The product is: [CH2:1]([O:5][C:6]1[CH:29]=[C:28]([O:30][CH2:31][CH:32]([CH3:34])[CH3:33])[CH:27]=[CH:26][C:7]=1[C:8]([C:10]1[CH:11]=[CH:12][C:13]([O:21][CH2:22][CH:23]([CH3:25])[CH3:24])=[C:14]([CH2:16][CH2:17][C:18]([NH:51][S:48]([CH3:47])(=[O:50])=[O:49])=[O:19])[CH:15]=1)=[O:9])[CH:2]([CH3:4])[CH3:3]. (7) Given the reactants C1C=CC(P(C2C=CC=CC=2)C2C=CC=CC=2)=CC=1.CCN(CC)CC.[C:27]1(S(/C=C/S(C2C=CC=CC=2)(=O)=O)(=O)=O)C=CC=CC=1.[CH2:47]1[CH2:57][CH2:56][N:55]2C(=N[CH2:52][CH2:53][CH2:54]2)CC1.[C:58]([O:61][CH2:62]C)(=[O:60])C, predict the reaction product. The product is: [CH:57]([C:56]1[NH:55][C:54]([C:58]([O:61][CH3:62])=[O:60])=[CH:53][CH:52]=1)([CH3:47])[CH3:27]. (8) Given the reactants [Cl:1][C:2]1[CH:3]=[C:4]([C:9]2([CH:15]([OH:17])[CH3:16])[CH2:14][CH2:13][CH2:12][CH2:11][CH2:10]2)[CH:5]=[CH:6][C:7]=1[Cl:8].CC(OI1(OC(C)=O)(OC(C)=O)OC(=O)C2C=CC=CC1=2)=O, predict the reaction product. The product is: [Cl:1][C:2]1[CH:3]=[C:4]([C:9]2([C:15](=[O:17])[CH3:16])[CH2:14][CH2:13][CH2:12][CH2:11][CH2:10]2)[CH:5]=[CH:6][C:7]=1[Cl:8]. (9) Given the reactants [CH3:1][C:2]1[CH:3]=[C:4]([OH:21])[CH:5]=[CH:6][C:7]=1[N:8]1[C:12]2[CH:13]=[CH:14][CH:15]=[C:16]([C:17]([F:20])([F:19])[F:18])[C:11]=2[N:10]=[CH:9]1.F[C:23]1[CH:28]=[C:27]([S:29]([CH3:32])(=[O:31])=[O:30])[CH:26]=[C:25]([F:33])[CH:24]=1, predict the reaction product. The product is: [F:33][C:25]1[CH:24]=[C:23]([CH:28]=[C:27]([S:29]([CH3:32])(=[O:31])=[O:30])[CH:26]=1)[O:21][C:4]1[CH:5]=[CH:6][C:7]([N:8]2[C:12]3[CH:13]=[CH:14][CH:15]=[C:16]([C:17]([F:20])([F:19])[F:18])[C:11]=3[N:10]=[CH:9]2)=[C:2]([CH3:1])[CH:3]=1.